Dataset: Catalyst prediction with 721,799 reactions and 888 catalyst types from USPTO. Task: Predict which catalyst facilitates the given reaction. (1) Reactant: S(=O)(=O)(O)O.[F:6][C:7]1([F:43])[CH2:12][C@@H:11]([C:13]([O:15]C)=[O:14])[C@H:10]([C:17]2[O:21][C:20]([C:22]([F:28])([F:27])[C:23]([F:26])([F:25])[F:24])=[N:19][C:18]=2[C:29]2[CH:34]=[CH:33][C:32]([C:35]([N:37]3[CH2:42][CH2:41][O:40][CH2:39][CH2:38]3)=[O:36])=[CH:31][CH:30]=2)[CH2:9][CH2:8]1. Product: [F:43][C:7]1([F:6])[CH2:12][C@@H:11]([C:13]([OH:15])=[O:14])[C@H:10]([C:17]2[O:21][C:20]([C:22]([F:27])([F:28])[C:23]([F:26])([F:25])[F:24])=[N:19][C:18]=2[C:29]2[CH:34]=[CH:33][C:32]([C:35]([N:37]3[CH2:42][CH2:41][O:40][CH2:39][CH2:38]3)=[O:36])=[CH:31][CH:30]=2)[CH2:9][CH2:8]1. The catalyst class is: 20. (2) Reactant: [Cl:1][C:2]1[CH:7]=[CH:6][C:5]([NH:8][C:9]([NH:11][C:12]2[CH:17]=[CH:16][CH:15]=[C:14]([Cl:18])[C:13]=2[Cl:19])=S)=[C:4]([O:20][Si:21]([C:24]([CH3:27])([CH3:26])[CH3:25])([CH3:23])[CH3:22])[C:3]=1[S:28]([N:31]([CH3:33])[CH3:32])(=[O:30])=[O:29].CS(Cl)(=O)=O.C(N(CC)CC)C. Product: [Cl:1][C:2]1[CH:7]=[CH:6][C:5]([N:8]=[C:9]=[N:11][C:12]2[CH:17]=[CH:16][CH:15]=[C:14]([Cl:18])[C:13]=2[Cl:19])=[C:4]([O:20][Si:21]([C:24]([CH3:25])([CH3:26])[CH3:27])([CH3:22])[CH3:23])[C:3]=1[S:28]([N:31]([CH3:33])[CH3:32])(=[O:30])=[O:29]. The catalyst class is: 112.